From a dataset of Forward reaction prediction with 1.9M reactions from USPTO patents (1976-2016). Predict the product of the given reaction. Given the reactants [CH3:1][O:2][C:3](=[O:31])[CH:4]=[CH:5][C:6]1[CH:15]=[C:14]2[C:9]([C:10]([C:16]3[C:20]([C:21]4[CH:26]=[CH:25][CH:24]=[C:23]([CH3:27])[N:22]=4)=[N:19][N:18]4[CH2:28][CH2:29][CH2:30][C:17]=34)=[CH:11][CH:12]=[N:13]2)=[CH:8][CH:7]=1.[H][H], predict the reaction product. The product is: [CH3:1][O:2][C:3](=[O:31])[CH2:4][CH2:5][C:6]1[CH:15]=[C:14]2[C:9]([C:10]([C:16]3[C:20]([C:21]4[CH:26]=[CH:25][CH:24]=[C:23]([CH3:27])[N:22]=4)=[N:19][N:18]4[CH2:28][CH2:29][CH2:30][C:17]=34)=[CH:11][CH:12]=[N:13]2)=[CH:8][CH:7]=1.